Dataset: Peptide-MHC class II binding affinity with 134,281 pairs from IEDB. Task: Regression. Given a peptide amino acid sequence and an MHC pseudo amino acid sequence, predict their binding affinity value. This is MHC class II binding data. (1) The peptide sequence is SSSSSLLAMAVLAAL. The MHC is HLA-DPA10201-DPB10501 with pseudo-sequence HLA-DPA10201-DPB10501. The binding affinity (normalized) is 0.0754. (2) The peptide sequence is VPILLNNPNLFWAVK. The MHC is H-2-IAb with pseudo-sequence H-2-IAb. The binding affinity (normalized) is 0.798. (3) The peptide sequence is IFGSLAFLPESFDGD. The MHC is HLA-DQA10101-DQB10501 with pseudo-sequence HLA-DQA10101-DQB10501. The binding affinity (normalized) is 0.586.